Dataset: Forward reaction prediction with 1.9M reactions from USPTO patents (1976-2016). Task: Predict the product of the given reaction. (1) Given the reactants [CH:1]1([CH2:4][CH2:5][NH:6][C:7]2[CH:8]=[C:9]([C:13]3[CH:18]=[CH:17][C:16]([C:19]([F:22])([F:21])[F:20])=[CH:15][CH:14]=3)[CH:10]=[CH:11][CH:12]=2)[CH2:3][CH2:2]1.Br[CH2:24][C:25]1[CH:37]=[CH:36][C:28]([O:29][CH2:30][C:31]([O:33][CH2:34][CH3:35])=[O:32])=[C:27]([CH3:38])[CH:26]=1.C(N(CC)C(C)C)(C)C, predict the reaction product. The product is: [CH:1]1([CH2:4][CH2:5][N:6]([CH2:24][C:25]2[CH:37]=[CH:36][C:28]([O:29][CH2:30][C:31]([O:33][CH2:34][CH3:35])=[O:32])=[C:27]([CH3:38])[CH:26]=2)[C:7]2[CH:8]=[C:9]([C:13]3[CH:14]=[CH:15][C:16]([C:19]([F:20])([F:21])[F:22])=[CH:17][CH:18]=3)[CH:10]=[CH:11][CH:12]=2)[CH2:3][CH2:2]1. (2) Given the reactants [OH:1][C:2]1[CH:7]=[CH:6][C:5]([C:8]2[N:16](COCC[Si](C)(C)C)[C:15]3[C:14](=[O:25])[N:13]([CH2:26][CH2:27][CH3:28])[CH:12]=[N:11][C:10]=3[N:9]=2)=[CH:4][CH:3]=1.Cl, predict the reaction product. The product is: [OH:1][C:2]1[CH:7]=[CH:6][C:5]([C:8]2[NH:16][C:15]3[C:14](=[O:25])[N:13]([CH2:26][CH2:27][CH3:28])[CH:12]=[N:11][C:10]=3[N:9]=2)=[CH:4][CH:3]=1.